This data is from Catalyst prediction with 721,799 reactions and 888 catalyst types from USPTO. The task is: Predict which catalyst facilitates the given reaction. (1) Reactant: [Cl:1][C:2]1[N:3]=[CH:4][CH:5]=[C:6]2[CH:10]=[C:9]([CH:11]([C:13]3[CH:18]=[CH:17][CH:16]=[CH:15][CH:14]=3)[OH:12])[NH:8][C:7]=12. Product: [Cl:1][C:2]1[N:3]=[CH:4][CH:5]=[C:6]2[CH:10]=[C:9]([C:11]([C:13]3[CH:14]=[CH:15][CH:16]=[CH:17][CH:18]=3)=[O:12])[NH:8][C:7]=12. The catalyst class is: 177. (2) Reactant: [N+:1]([C:4]1[CH:13]=[C:12]2[C:7]([C:8]([NH2:14])=[N:9][CH:10]=[N:11]2)=[CH:6][CH:5]=1)([O-:3])=[O:2].[C:15]([O:19][C:20](O[C:20]([O:19][C:15]([CH3:18])([CH3:17])[CH3:16])=[O:21])=[O:21])([CH3:18])([CH3:17])[CH3:16].[Li+].C[Si]([N-][Si](C)(C)C)(C)C. Product: [N+:1]([C:4]1[CH:13]=[C:12]2[C:7]([C:8]([NH:14][C:20](=[O:21])[O:19][C:15]([CH3:18])([CH3:17])[CH3:16])=[N:9][CH:10]=[N:11]2)=[CH:6][CH:5]=1)([O-:3])=[O:2]. The catalyst class is: 1. (3) Reactant: [C:1]([NH:4][C:5]1[S:6][C:7]([C:11]2[CH:12]=[C:13]([S:17](Cl)(=[O:19])=[O:18])[S:14][C:15]=2[Br:16])=[C:8]([CH3:10])[N:9]=1)(=[O:3])[CH3:2].C(N(CC)CC)C.[CH2:28]([CH2:30][NH2:31])[OH:29]. Product: [Br:16][C:15]1[S:14][C:13]([S:17](=[O:19])(=[O:18])[NH:31][CH2:30][CH2:28][OH:29])=[CH:12][C:11]=1[C:7]1[S:6][C:5]([NH:4][C:1](=[O:3])[CH3:2])=[N:9][C:8]=1[CH3:10]. The catalyst class is: 2.